Dataset: Full USPTO retrosynthesis dataset with 1.9M reactions from patents (1976-2016). Task: Predict the reactants needed to synthesize the given product. (1) The reactants are: [OH:1][C:2]1[CH:7]=[C:6]([OH:8])[CH:5]=[CH:4][N:3]=1.C([O-])([O-])=O.[K+].[K+].[I:15]I.OS([O-])(=O)=O.[K+]. Given the product [OH:1][C:2]1[C:7]([I:15])=[C:6]([OH:8])[CH:5]=[CH:4][N:3]=1, predict the reactants needed to synthesize it. (2) Given the product [N:32]1[CH:17]=[CH:16][CH:15]=[CH:14][C:13]=1[CH2:18][O:1][N:2]1[C:3](=[O:12])[C:4]2[C:5](=[CH:8][CH:9]=[CH:10][CH:11]=2)[C:6]1=[O:7], predict the reactants needed to synthesize it. The reactants are: [OH:1][N:2]1[C:6](=[O:7])[C:5]2=[CH:8][CH:9]=[CH:10][CH:11]=[C:4]2[C:3]1=[O:12].[C:13]1(P([C:13]2[CH:18]=[CH:17][CH:16]=[CH:15][CH:14]=2)[C:13]2[CH:18]=[CH:17][CH:16]=[CH:15][CH:14]=2)[CH:18]=[CH:17][CH:16]=[CH:15][CH:14]=1.[N:32](C(OCC)=O)=NC(OCC)=O. (3) Given the product [CH3:1][C:2]1[N:3]=[C:4](/[CH:7]=[C:16]2\[C:17](=[O:21])[O:18][CH2:19][CH2:20]\2)[S:5][CH:6]=1, predict the reactants needed to synthesize it. The reactants are: [CH3:1][C:2]1[N:3]=[C:4]([CH:7]=O)[S:5][CH:6]=1.C1(P(C2C=CC=CC=2)(C2C=CC=CC=2)=[C:16]2[CH2:20][CH2:19][O:18][C:17]2=[O:21])C=CC=CC=1. (4) Given the product [CH2:1]([C:3]1[C:8]([F:9])=[C:7]([S:10]([CH3:13])(=[O:12])=[O:11])[CH:6]=[CH:5][C:4]=1[C:14]([N:16]1[CH2:22][C:21]2[CH:23]=[C:24]([C:27]3[CH:28]=[CH:29][C:30]4[N:34]=[C:33]([CH:35]=[O:36])[NH:32][C:31]=4[CH:37]=3)[CH:25]=[CH:26][C:20]=2[O:19][CH2:18][CH2:17]1)=[O:15])[CH3:2], predict the reactants needed to synthesize it. The reactants are: [CH2:1]([C:3]1[C:8]([F:9])=[C:7]([S:10]([CH3:13])(=[O:12])=[O:11])[CH:6]=[CH:5][C:4]=1[C:14]([N:16]1[CH2:22][C:21]2[CH:23]=[C:24]([C:27]3[CH:28]=[CH:29][C:30]4[N:34]=[C:33]([CH2:35][OH:36])[NH:32][C:31]=4[CH:37]=3)[CH:25]=[CH:26][C:20]=2[O:19][CH2:18][CH2:17]1)=[O:15])[CH3:2]. (5) Given the product [Cl:3][C:4]1[C:9]2[O:10][CH2:11][O:12][C:8]=2[CH:7]=[C:6]([C:13]([C@H:15]2[CH2:17][C@@H:16]2[C:18]([OH:20])=[O:19])=[O:14])[CH:5]=1, predict the reactants needed to synthesize it. The reactants are: [OH-].[Na+].[Cl:3][C:4]1[C:9]2[O:10][CH2:11][O:12][C:8]=2[CH:7]=[C:6]([C:13]([C@H:15]2[CH2:17][C@@H:16]2[C:18]([O:20]C)=[O:19])=[O:14])[CH:5]=1.Cl. (6) Given the product [N:16]1[S:17][N:18]=[C:14]2[CH:13]=[C:12]([NH:11][C:2]3[N:10]=[CH:9][CH:8]=[CH:7][C:3]=3[C:4]([OH:6])=[O:5])[CH:20]=[CH:19][C:15]=12, predict the reactants needed to synthesize it. The reactants are: Cl[C:2]1[N:10]=[CH:9][CH:8]=[CH:7][C:3]=1[C:4]([OH:6])=[O:5].[NH2:11][C:12]1[CH:20]=[CH:19][C:15]2=[N:16][S:17][N:18]=[C:14]2[CH:13]=1.C(=O)([O-])[O-].[K+].[K+]. (7) Given the product [CH3:26][O:27][CH:28]=[CH:29][C:30]1[CH:31]=[C:32]2[C:36](=[CH:37][CH:38]=1)[C:35](=[C:3]1[C:4]3[C:9](=[CH:8][CH:7]=[CH:6][CH:5]=3)[NH:1][C:2]1=[O:10])[O:34][CH2:33]2, predict the reactants needed to synthesize it. The reactants are: [NH:1]1[C:9]2[C:4](=[CH:5][CH:6]=[CH:7][CH:8]=2)[CH2:3][C:2]1=[O:10].[Li+].C[Si]([N-][Si](C)(C)C)(C)C.C1COCC1.[CH3:26][O:27][CH:28]=[CH:29][C:30]1[CH:31]=[C:32]2[C:36](=[CH:37][CH:38]=1)[C:35](=O)[O:34][CH2:33]2.Cl.